Dataset: Full USPTO retrosynthesis dataset with 1.9M reactions from patents (1976-2016). Task: Predict the reactants needed to synthesize the given product. (1) The reactants are: Cl[C:2]1[N:3]=[CH:4][C:5](/[CH:8]=[CH:9]/[C:10]([O:12][CH2:13][CH3:14])=[O:11])=[N:6][CH:7]=1.[Cl:15][C:16]1[CH:29]=[CH:28][C:19]([C:20]([N:22]2[CH2:26][CH2:25][C@@H:24]([NH2:27])[CH2:23]2)=[O:21])=[CH:18][CH:17]=1.CCN(CC)CC. Given the product [Cl:15][C:16]1[CH:29]=[CH:28][C:19]([C:20]([N:22]2[CH2:26][CH2:25][C@@H:24]([NH:27][C:2]3[N:3]=[CH:4][C:5](/[CH:8]=[CH:9]/[C:10]([O:12][CH2:13][CH3:14])=[O:11])=[N:6][CH:7]=3)[CH2:23]2)=[O:21])=[CH:18][CH:17]=1, predict the reactants needed to synthesize it. (2) Given the product [C:1]1([CH3:14])[CH:2]=[CH:3][C:4]([C:7]23[CH2:12][CH:11]2[CH2:10][C:9](=[O:13])[CH2:8]3)=[CH:5][CH:6]=1, predict the reactants needed to synthesize it. The reactants are: [C:1]1([CH3:14])[CH:6]=[CH:5][C:4]([C:7]#[C:8][CH:9]([OH:13])[CH2:10][CH:11]=[CH2:12])=[CH:3][CH:2]=1.